This data is from Reaction yield outcomes from USPTO patents with 853,638 reactions. The task is: Predict the reaction yield, written as a fraction of the theoretical maximum amount of product (1.0 means a 100% yield; for example, 0.34 means a 34% yield). (1) The reactants are [C:1](OC(=O)C)(=[O:3])[CH3:2].[CH3:8][O:9][C:10]1[CH:11]=[C:12]([C:18]([C@@H:20]2[C@:29]3([CH3:30])[C@H:24]([C:25]([CH3:32])([CH3:31])[CH2:26][CH2:27][CH2:28]3)[CH2:23][CH:22]([CH2:33][NH2:34])[C@H:21]2[CH3:35])=[O:19])[CH:13]=[C:14]([O:16][CH3:17])[CH:15]=1.C([O-])(O)=O.[Na+]. The catalyst is N1C=CC=CC=1.CCOC(C)=O. The product is [CH3:17][O:16][C:14]1[CH:13]=[C:12]([C:18]([C@@H:20]2[C@:29]3([CH3:30])[C@H:24]([C:25]([CH3:31])([CH3:32])[CH2:26][CH2:27][CH2:28]3)[CH2:23][C@@H:22]([CH2:33][NH:34][C:1](=[O:3])[CH3:2])[C@H:21]2[CH3:35])=[O:19])[CH:11]=[C:10]([O:9][CH3:8])[CH:15]=1. The yield is 0.440. (2) The reactants are [H-].[Na+].[F:3][C:4]([F:38])([F:37])[C:5]1[CH:6]=[C:7]([CH:30]=[C:31]([C:33]([F:36])([F:35])[F:34])[CH:32]=1)[CH2:8][NH:9][CH2:10][C:11]1[C:12]([N:21]([CH2:24][CH:25]2[CH2:29][CH2:28][CH2:27][CH2:26]2)[CH2:22][CH3:23])=[N:13][C:14]2[C:19]([CH:20]=1)=[CH:18][CH:17]=[CH:16][CH:15]=2.[C:39](=[S:41])=[S:40].[CH3:42]I. The catalyst is C1COCC1.O. The product is [CH3:42][S:40][C:39](=[S:41])[N:9]([CH2:8][C:7]1[CH:30]=[C:31]([C:33]([F:36])([F:35])[F:34])[CH:32]=[C:5]([C:4]([F:37])([F:3])[F:38])[CH:6]=1)[CH2:10][C:11]1[C:12]([N:21]([CH2:24][CH:25]2[CH2:29][CH2:28][CH2:27][CH2:26]2)[CH2:22][CH3:23])=[N:13][C:14]2[C:19]([CH:20]=1)=[CH:18][CH:17]=[CH:16][CH:15]=2. The yield is 0.870. (3) The product is [F:1][C:2]1[CH:3]=[C:4]([CH:9]([OH:10])[C:11]([C:17]2[CH:22]=[CH:21][CH:20]=[CH:19][CH:18]=2)=[O:26])[CH:5]=[C:6]([F:8])[CH:7]=1. The reactants are [F:1][C:2]1[CH:3]=[C:4]([CH:9]([C:11]2([C:17]3[CH:22]=[CH:21][CH:20]=[CH:19][CH:18]=3)SCCCS2)[OH:10])[CH:5]=[C:6]([F:8])[CH:7]=1.FC(F)(F)C(OC1C(OC(=O)C(F)(F)F)=C(I)C=CC=1)=[O:26].CCCCCC.CCOC(C)=O. The catalyst is C(#N)C.O. The yield is 0.480. (4) The reactants are [CH3:1][C:2]1([C:5]2[O:9][N:8]=[C:7]([NH2:10])[CH:6]=2)[CH2:4][CH2:3]1.C(C1C=C(N[C:20](=[O:28])[O:21][C:22]2[CH:27]=[CH:26][CH:25]=[CH:24][CH:23]=2)ON=1)(C)C. No catalyst specified. The product is [CH3:1][C:2]1([C:5]2[O:9][N:8]=[C:7]([NH:10][C:20](=[O:28])[O:21][C:22]3[CH:27]=[CH:26][CH:25]=[CH:24][CH:23]=3)[CH:6]=2)[CH2:4][CH2:3]1. The yield is 0.700. (5) The reactants are [CH3:1][O:2][C:3]1[CH:12]=[C:11]2[C:6]([CH:7]=[CH:8][C:9](=[O:16])[N:10]2[CH2:13][CH:14]=O)=[N:5][CH:4]=1.[OH:17][C@H:18]1[CH2:22][NH:21][CH2:20][C@H:19]1[CH2:23][NH:24][C:25](=[O:34])[O:26][CH2:27][C:28]1[CH:33]=[CH:32][CH:31]=[CH:30][CH:29]=1.C(N(CC)CC)C.[BH-](OC(C)=O)(OC(C)=O)OC(C)=O.[Na+]. The catalyst is CO.C(Cl)(Cl)Cl. The yield is 0.730. The product is [OH:17][C@H:18]1[CH2:22][N:21]([CH2:14][CH2:13][N:10]2[C:11]3[C:6](=[N:5][CH:4]=[C:3]([O:2][CH3:1])[CH:12]=3)[CH:7]=[CH:8][C:9]2=[O:16])[CH2:20][C@H:19]1[CH2:23][NH:24][C:25](=[O:34])[O:26][CH2:27][C:28]1[CH:33]=[CH:32][CH:31]=[CH:30][CH:29]=1. (6) The reactants are [OH:1][C:2]1[C:7]2[C@@:8]3([OH:46])[C@@:21]([O:25][CH3:26])([C@H:22]([OH:24])[CH2:23][C:6]=2[CH:5]=[C:4]([CH3:47])[C:3]=1[C:48]([O:50][CH3:51])=[O:49])[C:20](=[O:27])[C:19]1[C:10](=[CH:11][C:12]2[C:13](=[O:44])[C:14]([NH:30][C@@H:31]4[C@H:36]([O:37][CH3:38])[C:35](=[N:39][OH:40])[C@@H:34]([O:41][CH3:42])[C@H:33]([CH3:43])[O:32]4)=[CH:15][C:16](=[O:29])[C:17]=2[C:18]=1[OH:28])[C:9]3=[O:45].Cl.Cl.NO[CH2:56][CH2:57][NH3+:58].N1C=CC=CC=1. The catalyst is CO. The product is [NH2:58][CH2:57][CH2:56][O:40]/[N:39]=[C:35]1\[C@@H:36]([O:37][CH3:38])[C@@H:31]([NH:30][C:14]2[C:13](=[O:44])[C:12]3[CH:11]=[C:10]4[C:19]([C:20](=[O:27])[C@@:21]5([O:25][CH3:26])[C@@:8]([OH:46])([C:9]4=[O:45])[C:7]4[C:2]([OH:1])=[C:3]([C:48]([O:50][CH3:51])=[O:49])[C:4]([CH3:47])=[CH:5][C:6]=4[CH2:23][C@H:22]5[OH:24])=[C:18]([OH:28])[C:17]=3[C:16](=[O:29])[CH:15]=2)[O:32][C@@H:33]([CH3:43])[C@@H:34]\1[O:41][CH3:42]. The yield is 0.330. (7) The catalyst is O1CCCC1.O. The yield is 0.950. The product is [C:1]([C:3]1[N:8]=[CH:7][C:6]([CH:9]([CH3:15])[C:10]([OH:12])=[O:11])=[CH:5][CH:4]=1)#[N:2]. The reactants are [C:1]([C:3]1[N:8]=[CH:7][C:6]([CH:9]([CH3:15])[C:10]([O:12]CC)=[O:11])=[CH:5][CH:4]=1)#[N:2].[OH-].[Na+].